This data is from Reaction yield outcomes from USPTO patents with 853,638 reactions. The task is: Predict the reaction yield, written as a fraction of the theoretical maximum amount of product (1.0 means a 100% yield; for example, 0.34 means a 34% yield). The reactants are C[O:2][C:3](=[O:15])[C@@H:4]([OH:14])[CH2:5][S:6][CH2:7][C:8]1[CH:13]=[CH:12][CH:11]=[CH:10][CH:9]=1.[OH-].[Li+]. No catalyst specified. The product is [CH2:7]([S:6][CH2:5][C@H:4]([OH:14])[C:3]([OH:15])=[O:2])[C:8]1[CH:13]=[CH:12][CH:11]=[CH:10][CH:9]=1. The yield is 0.460.